From a dataset of Forward reaction prediction with 1.9M reactions from USPTO patents (1976-2016). Predict the product of the given reaction. (1) Given the reactants C(OC([NH:8][C@H:9]([C:17]1[NH:21][C:20]2[CH:22]=[CH:23][C:24]([Cl:26])=[CH:25][C:19]=2[N:18]=1)[CH2:10][C:11]1[CH:16]=[CH:15][N:14]=[CH:13][CH:12]=1)=O)(C)(C)C.FC(F)(F)C(O)=O, predict the reaction product. The product is: [Cl:26][C:24]1[CH:23]=[CH:22][C:20]2[NH:21][C:17]([C@@H:9]([NH2:8])[CH2:10][C:11]3[CH:12]=[CH:13][N:14]=[CH:15][CH:16]=3)=[N:18][C:19]=2[CH:25]=1. (2) Given the reactants [CH:1]1[C:9]2[C:8]3[CH:10]=[CH:11][CH:12]=[CH:13][C:7]=3[S:6][C:5]=2[C:4](B(O)O)=[CH:3][CH:2]=1.[Br:17][C:18]1[CH:23]=[CH:22][CH:21]=[C:20](Br)[CH:19]=1.C1(C)C=CC=CC=1.C(=O)([O-])[O-].[K+].[K+], predict the reaction product. The product is: [Br:17][C:18]1[CH:19]=[C:20]([C:4]2[C:5]3[S:6][C:7]4[CH:13]=[CH:12][CH:11]=[CH:10][C:8]=4[C:9]=3[CH:1]=[CH:2][CH:3]=2)[CH:21]=[CH:22][CH:23]=1. (3) Given the reactants C(Br)=C.[Mg].BrCCBr.[I:9][C:10]1[CH:24]=[CH:23][C:13]([C:14]([C:16]2[CH:21]=[CH:20][C:19]([I:22])=[CH:18][CH:17]=2)=O)=[CH:12][CH:11]=1.[Cl-].[NH4+].[O:27]1CC[CH2:29][CH2:28]1, predict the reaction product. The product is: [I:9][C:10]1[CH:24]=[CH:23][C:13]([C:14]([C:16]2[CH:21]=[CH:20][C:19]([I:22])=[CH:18][CH:17]=2)=[CH:29][CH2:28][OH:27])=[CH:12][CH:11]=1. (4) Given the reactants C(OC([N:8]1[CH2:13][CH2:12][N:11]([C:14]2[C:15]3[N:16]([CH:25]=[C:26]([C:28]([O:30][CH2:31][CH3:32])=[O:29])[N:27]=3)[C:17]([C:20]3[S:21][CH:22]=[CH:23][CH:24]=3)=[CH:18][N:19]=2)[CH2:10][CH2:9]1)=O)(C)(C)C.FC(F)(F)C(O)=O, predict the reaction product. The product is: [N:11]1([C:14]2[C:15]3[N:16]([CH:25]=[C:26]([C:28]([O:30][CH2:31][CH3:32])=[O:29])[N:27]=3)[C:17]([C:20]3[S:21][CH:22]=[CH:23][CH:24]=3)=[CH:18][N:19]=2)[CH2:10][CH2:9][NH:8][CH2:13][CH2:12]1. (5) Given the reactants [NH2:1][C:2]1[C:7]([N+:8]([O-])=O)=[CH:6][C:5]([C:11]2[CH:16]=[CH:15][CH:14]=[CH:13][C:12]=2[C:17]([F:20])([F:19])[F:18])=[CH:4][C:3]=1[C:21]#[C:22][CH2:23][OH:24].CCO.[Cl-].[NH4+], predict the reaction product. The product is: [NH2:1][C:2]1[C:7]([NH2:8])=[CH:6][C:5]([C:11]2[CH:16]=[CH:15][CH:14]=[CH:13][C:12]=2[C:17]([F:18])([F:19])[F:20])=[CH:4][C:3]=1[CH:21]=[CH:22][CH2:23][OH:24].